From a dataset of Orexin1 receptor HTS with 218,158 compounds and 233 confirmed actives. Binary Classification. Given a drug SMILES string, predict its activity (active/inactive) in a high-throughput screening assay against a specified biological target. (1) The molecule is O(C(c1nnn(c1C#CC(Oc1ccccc1)C)Cc1ccccc1)C)c1ccccc1. The result is 0 (inactive). (2) The molecule is O1CCN(CC1)Cc1[nH]c2c(c(=O)n1)ccc(c2)C(O)=O. The result is 0 (inactive). (3) The result is 0 (inactive). The molecule is S(=O)(=O)(NCc1ccccc1)c1cc(C(=O)NCC(N(C)C)c2c(OC)cccc2)ccc1. (4) The drug is Clc1c(cc(NC(=O)CSc2n(c(nn2)c2occc2)CC=C)c(OC)c1)C. The result is 0 (inactive). (5) The compound is [O-]\[N+](C(Cc1ccccc1)(C)C)=C\c1ccccc1. The result is 0 (inactive). (6) The compound is o1c2c(c(=O)c3c1cc(cc3)C#CC(NC)C)cc(c(c2)C)C. The result is 0 (inactive). (7) The drug is S(=O)(=O)(N1CCCCC1)c1c(ccc(c1)C(=O)NCc1ccncc1)C. The result is 0 (inactive).